Regression. Given a peptide amino acid sequence and an MHC pseudo amino acid sequence, predict their binding affinity value. This is MHC class II binding data. From a dataset of Peptide-MHC class II binding affinity with 134,281 pairs from IEDB. (1) The binding affinity (normalized) is 0.457. The MHC is HLA-DQA10501-DQB10301 with pseudo-sequence HLA-DQA10501-DQB10301. The peptide sequence is DVKFPGGGQFVGGVY. (2) The peptide sequence is GELQIVDKIDALFKI. The MHC is DRB1_1501 with pseudo-sequence DRB1_1501. The binding affinity (normalized) is 0.488. (3) The peptide sequence is SAVIGTLAAAMFGAV. The MHC is HLA-DQA10401-DQB10402 with pseudo-sequence HLA-DQA10401-DQB10402. The binding affinity (normalized) is 0.416.